Dataset: CYP1A2 inhibition data for predicting drug metabolism from PubChem BioAssay. Task: Regression/Classification. Given a drug SMILES string, predict its absorption, distribution, metabolism, or excretion properties. Task type varies by dataset: regression for continuous measurements (e.g., permeability, clearance, half-life) or binary classification for categorical outcomes (e.g., BBB penetration, CYP inhibition). Dataset: cyp1a2_veith. (1) The compound is COc1cccc(C2CC(=O)C=C(NCCCN(C)C)C2)c1. The result is 0 (non-inhibitor). (2) The molecule is COc1cccc(-c2[nH]nc3c2C(c2ccsc2)C(C#N)=C(N)O3)c1. The result is 1 (inhibitor). (3) The molecule is O=C1[C@H]2CC=C3[C@@H]([C@H](O)[C@H]4O[C@@H]4C34OCCCO4)[C@H]2C(=O)N1Cc1ccccc1. The result is 0 (non-inhibitor). (4) The drug is CC(C(=O)Nc1cccnc1)N1C(=O)C2C3C=CC(C3)C2C1=O. The result is 0 (non-inhibitor).